Dataset: Forward reaction prediction with 1.9M reactions from USPTO patents (1976-2016). Task: Predict the product of the given reaction. Given the reactants [C:1]1([CH:7]=[CH:8][C:9]([NH:11][C@H:12]([C:23]([O:25]C)=[O:24])[CH2:13][C:14]2[C:22]3[C:17](=[CH:18][CH:19]=[CH:20][CH:21]=3)[NH:16][CH:15]=2)=[O:10])[CH:6]=[CH:5][CH:4]=[CH:3][CH:2]=1.[OH-].[Na+:28], predict the reaction product. The product is: [C:1]1([CH:7]=[CH:8][C:9]([NH:11][C@H:12]([C:23]([O-:25])=[O:24])[CH2:13][C:14]2[C:22]3[C:17](=[CH:18][CH:19]=[CH:20][CH:21]=3)[NH:16][CH:15]=2)=[O:10])[CH:6]=[CH:5][CH:4]=[CH:3][CH:2]=1.[Na+:28].